From a dataset of Catalyst prediction with 721,799 reactions and 888 catalyst types from USPTO. Predict which catalyst facilitates the given reaction. (1) Reactant: [CH3:1][O:2][C:3]([C:5]1[CH:6]=[C:7]2[C:12](=[C:13]([F:24])[C:14]=1[NH:15][C:16]1[CH:21]=[CH:20][C:19]([Br:22])=[CH:18][C:17]=1[F:23])[N:11]=[N:10][CH:9]=[C:8]2Cl)=[O:4].[NH3:26]. Product: [CH3:1][O:2][C:3]([C:5]1[CH:6]=[C:7]2[C:12](=[C:13]([F:24])[C:14]=1[NH:15][C:16]1[CH:21]=[CH:20][C:19]([Br:22])=[CH:18][C:17]=1[F:23])[N:11]=[N:10][CH:9]=[C:8]2[NH2:26])=[O:4]. The catalyst class is: 191. (2) The catalyst class is: 240. Product: [Cl:1][C:2]1[N:3]=[C:4]([N:32]([CH2:34][C:35]2[O:36][CH:37]=[CH:38][CH:39]=2)[CH3:33])[C:5]([F:31])=[C:6]([NH:8][NH2:9])[N:7]=1. Reactant: [Cl:1][C:2]1[N:7]=[C:6]([N:8](C(OC(C)(C)C)=O)[N:9](C(OC(C)(C)C)=O)C(OC(C)(C)C)=O)[C:5]([F:31])=[C:4]([N:32]([CH2:34][C:35]2[O:36][CH:37]=[CH:38][CH:39]=2)[CH3:33])[N:3]=1. (3) Reactant: [CH2:1]([C@@:3]12[C@@:14]([CH2:16][CH2:17][C:18]3[C:23]([CH2:24][C:25]([OH:27])=O)=[C:22]([F:28])[CH:21]=[CH:20][N:19]=3)([OH:15])[CH2:13][CH2:12][C:11]1=[CH:10][C:9]1[N:8]([C:29]3[CH:34]=[CH:33][C:32]([F:35])=[CH:31][CH:30]=3)[N:7]=[CH:6][C:5]=1[CH2:4]2)[CH3:2].N.C[N:38]1CCOCC1.CN(C(ON1N=NC2C=CC=NC1=2)=[N+](C)C)C.F[P-](F)(F)(F)(F)F. Product: [CH2:1]([C@@:3]12[C@@:14]([CH2:16][CH2:17][C:18]3[C:23]([CH2:24][C:25]([NH2:38])=[O:27])=[C:22]([F:28])[CH:21]=[CH:20][N:19]=3)([OH:15])[CH2:13][CH2:12][C:11]1=[CH:10][C:9]1[N:8]([C:29]3[CH:34]=[CH:33][C:32]([F:35])=[CH:31][CH:30]=3)[N:7]=[CH:6][C:5]=1[CH2:4]2)[CH3:2]. The catalyst class is: 329. (4) Reactant: C[Si](C)(C)O[C:4]([CH3:20])=[C:5]([C:13]([O:15][Si](C)(C)C)=[CH2:14])[C:6]([O:8][C:9]([CH3:12])([CH3:11])[CH3:10])=[O:7].Cl[C:24]1[C:25](=[O:36])[C:26]2[C:31]([C:32](=[O:34])[CH:33]=1)=[CH:30][CH:29]=[CH:28][C:27]=2[OH:35]. Product: [OH:15][C:13]1[C:5]([C:6]([O:8][C:9]([CH3:12])([CH3:11])[CH3:10])=[O:7])=[C:4]([CH3:20])[C:24]2[C:25](=[O:36])[C:26]3[C:31]([C:32](=[O:34])[C:33]=2[CH:14]=1)=[CH:30][CH:29]=[CH:28][C:27]=3[OH:35]. The catalyst class is: 11. (5) Reactant: [Cl:1][C:2]1[CH:3]=[CH:4][C:5]2[S:9][C:8]([CH2:10][O:11][C:12]3[C:13]([F:21])=[C:14]([C:19]#[N:20])[C:15]([F:18])=[CH:16][CH:17]=3)=[N:7][C:6]=2[CH:22]=1.C([O-])([O-])=O.[Na+].[Na+].Cl.[NH2:30][OH:31]. Product: [Cl:1][C:2]1[CH:3]=[CH:4][C:5]2[S:9][C:8]([CH2:10][O:11][C:12]3[C:13]([F:21])=[C:14]([C:19](=[N:30][OH:31])[NH2:20])[C:15]([F:18])=[CH:16][CH:17]=3)=[N:7][C:6]=2[CH:22]=1. The catalyst class is: 88. (6) The catalyst class is: 71. Reactant: Cl[C:2]1[C:11]2=[N:12][N:13](CC3C=CC(OC)=CC=3)[CH:14]=[C:10]2[C:9]2[CH:8]=[C:7]([O:24][CH3:25])[CH:6]=[CH:5][C:4]=2[N:3]=1.[NH2:26][C:27]1[CH:32]=[CH:31][C:30]([CH3:33])=[CH:29][CH:28]=1.Cl. Product: [CH3:25][O:24][C:7]1[CH:6]=[CH:5][C:4]2[N:3]=[C:2]([NH:26][C:27]3[CH:32]=[CH:31][C:30]([CH3:33])=[CH:29][CH:28]=3)[C:11]3=[N:12][NH:13][CH:14]=[C:10]3[C:9]=2[CH:8]=1. (7) Reactant: Br[C:2]1[CH:3]=[CH:4][C:5]2[O:9][C:8]3[CH:10]=[CH:11][C:12]([N:14]4[C:26]5[CH:25]=[CH:24][CH:23]=[CH:22][C:21]=5[C:20]5[C:15]4=[CH:16][CH:17]=[CH:18][CH:19]=5)=[CH:13][C:7]=3[C:6]=2[CH:27]=1.[Li]CCCC.C(O[B:37]1[O:41][C:40]([CH3:43])([CH3:42])[C:39]([CH3:45])([CH3:44])[O:38]1)(C)C. Product: [CH3:44][C:39]1([CH3:45])[C:40]([CH3:43])([CH3:42])[O:41][B:37]([C:2]2[CH:3]=[CH:4][C:5]3[O:9][C:8]4[CH:10]=[CH:11][C:12]([N:14]5[C:26]6[CH:25]=[CH:24][CH:23]=[CH:22][C:21]=6[C:20]6[C:15]5=[CH:16][CH:17]=[CH:18][CH:19]=6)=[CH:13][C:7]=4[C:6]=3[CH:27]=2)[O:38]1. The catalyst class is: 1.